From a dataset of Peptide-MHC class I binding affinity with 185,985 pairs from IEDB/IMGT. Regression. Given a peptide amino acid sequence and an MHC pseudo amino acid sequence, predict their binding affinity value. This is MHC class I binding data. (1) The peptide sequence is NYMKIMNHL. The MHC is HLA-A29:02 with pseudo-sequence HLA-A29:02. The binding affinity (normalized) is 0.149. (2) The peptide sequence is IVTDFSVIK. The MHC is HLA-B35:01 with pseudo-sequence HLA-B35:01. The binding affinity (normalized) is 0. (3) The peptide sequence is VQKVNPAPK. The MHC is HLA-B48:01 with pseudo-sequence HLA-B48:01. The binding affinity (normalized) is 0.0847. (4) The peptide sequence is IETALRTLI. The MHC is HLA-B45:01 with pseudo-sequence HLA-B45:01. The binding affinity (normalized) is 0. (5) The MHC is HLA-A02:03 with pseudo-sequence HLA-A02:03. The binding affinity (normalized) is 0.0335. The peptide sequence is KELYPLTSL. (6) The peptide sequence is FQEALKKSL. The MHC is HLA-A02:03 with pseudo-sequence HLA-A02:03. The binding affinity (normalized) is 0.0847. (7) The peptide sequence is YTFCGTIEY. The MHC is HLA-C12:03 with pseudo-sequence HLA-C12:03. The binding affinity (normalized) is 1.00. (8) The peptide sequence is ATKDSFQSF. The MHC is HLA-A26:01 with pseudo-sequence HLA-A26:01. The binding affinity (normalized) is 0.416.